This data is from Peptide-MHC class I binding affinity with 185,985 pairs from IEDB/IMGT. The task is: Regression. Given a peptide amino acid sequence and an MHC pseudo amino acid sequence, predict their binding affinity value. This is MHC class I binding data. (1) The peptide sequence is ILNFVAHVY. The MHC is HLA-A26:01 with pseudo-sequence HLA-A26:01. The binding affinity (normalized) is 0.131. (2) The peptide sequence is FQKDAKVLF. The MHC is HLA-A02:06 with pseudo-sequence HLA-A02:06. The binding affinity (normalized) is 0.570. (3) The MHC is HLA-A02:16 with pseudo-sequence HLA-A02:16. The binding affinity (normalized) is 0.0847. The peptide sequence is MACHRVLTY. (4) The peptide sequence is RQKLKDAEK. The MHC is HLA-A02:11 with pseudo-sequence HLA-A02:11. The binding affinity (normalized) is 0.0847.